This data is from Full USPTO retrosynthesis dataset with 1.9M reactions from patents (1976-2016). The task is: Predict the reactants needed to synthesize the given product. (1) Given the product [OH:9][C:10]1[CH:19]=[C:18]2[C:13]([CH:14]=[C:15]([O:21][CH3:22])[C:16](=[O:20])[O:17]2)=[CH:12][C:11]=1[N:23]1[S:27](=[O:29])(=[O:28])[NH:26][C:25](=[O:30])[CH2:24]1, predict the reactants needed to synthesize it. The reactants are: [K].C([O:9][C:10]1[CH:19]=[C:18]2[C:13]([CH:14]=[C:15]([O:21][CH3:22])[C:16](=[O:20])[O:17]2)=[CH:12][C:11]=1[N:23]1[S:27](=[O:29])(=[O:28])[NH:26][C:25](=[O:30])[CH2:24]1)C1C=CC=CC=1. (2) Given the product [Cl:1][C:2]1[CH:42]=[CH:41][C:5]2[S:6][CH:7]=[C:8]([C:9]([N:11]([CH2:26][C:27]3[CH:28]=[C:29]([CH:30]=[CH:39][CH:40]=3)[C:9]([NH:11][CH2:12][CH2:45][C:43]([OH:49])=[O:44])=[O:10])[CH2:12][CH:13]([C:20]3[CH:21]=[CH:22][CH:23]=[CH:24][CH:25]=3)[C:14]3[CH:19]=[CH:18][CH:17]=[CH:16][CH:15]=3)=[O:10])[C:4]=2[CH:3]=1, predict the reactants needed to synthesize it. The reactants are: [Cl:1][C:2]1[CH:42]=[CH:41][C:5]2[S:6][CH:7]=[C:8]([C:9]([N:11]([CH2:26][C:27]3[CH:40]=[CH:39][C:30](C(NCCC(O)=O)=O)=[CH:29][CH:28]=3)[CH2:12][CH:13]([C:20]3[CH:25]=[CH:24][CH:23]=[CH:22][CH:21]=3)[C:14]3[CH:19]=[CH:18][CH:17]=[CH:16][CH:15]=3)=[O:10])[C:4]=2[CH:3]=1.[C:43]([OH:49])([C:45](F)(F)F)=[O:44].